From a dataset of Forward reaction prediction with 1.9M reactions from USPTO patents (1976-2016). Predict the product of the given reaction. (1) Given the reactants C([O:8][C:9]1[CH:10]=[C:11]2[C:16](=[CH:17][CH:18]=1)[C:15]([CH:19]=O)=[CH:14][CH:13]=[C:12]2[N:21](CC1C=CC=CC=1)CC1C=CC=CC=1)C1C=CC=CC=1.[H][H], predict the reaction product. The product is: [NH2:21][C:12]1[CH:13]=[CH:14][C:15]([CH3:19])=[C:16]2[C:11]=1[CH:10]=[C:9]([OH:8])[CH:18]=[CH:17]2. (2) Given the reactants C[O:2][C:3](=[O:21])[C:4]1[C:5](=[CH:10][C:11]([NH:14][CH2:15][C:16]2[O:17][CH:18]=[CH:19][CH:20]=2)=[CH:12][CH:13]=1)[C:6]([O:8]C)=[O:7].[OH-].[Na+], predict the reaction product. The product is: [O:17]1[CH:18]=[CH:19][CH:20]=[C:16]1[CH2:15][NH:14][C:11]1[CH:10]=[C:5]([C:6]([OH:8])=[O:7])[C:4](=[CH:13][CH:12]=1)[C:3]([OH:21])=[O:2]. (3) Given the reactants [CH2:1]([C:3]1[CH:8]=[CH:7][C:6]([C:9]2[CH:14]=[C:13](C(F)(F)F)[N:12]3[N:19]=[CH:20][C:21]([C:22]([O:24][CH2:25][CH3:26])=[O:23])=[C:11]3[N:10]=2)=[CH:5][CH:4]=1)[CH3:2].NC1C(C(OCC)=[O:34])=CNN=1.C(C1C=CC(C(=O)CC(OCC)=O)=CC=1)C, predict the reaction product. The product is: [CH2:1]([C:3]1[CH:8]=[CH:7][C:6]([C:9]2[CH:14]=[C:13]([OH:34])[N:12]3[N:19]=[CH:20][C:21]([C:22]([O:24][CH2:25][CH3:26])=[O:23])=[C:11]3[N:10]=2)=[CH:5][CH:4]=1)[CH3:2].